From a dataset of Peptide-MHC class I binding affinity with 185,985 pairs from IEDB/IMGT. Regression. Given a peptide amino acid sequence and an MHC pseudo amino acid sequence, predict their binding affinity value. This is MHC class I binding data. (1) The peptide sequence is SPKRLSAAI. The MHC is HLA-B08:01 with pseudo-sequence HLA-B08:01. The binding affinity (normalized) is 0.665. (2) The peptide sequence is RPPYSSYGY. The MHC is HLA-A24:02 with pseudo-sequence HLA-A24:02. The binding affinity (normalized) is 0.0847. (3) The peptide sequence is LEHGLYPQL. The MHC is HLA-B35:01 with pseudo-sequence HLA-B35:01. The binding affinity (normalized) is 0.0847. (4) The peptide sequence is LLGLWGFAAL. The MHC is HLA-A02:02 with pseudo-sequence HLA-A02:02. The binding affinity (normalized) is 0.691. (5) The peptide sequence is HNFCNLTSA. The MHC is HLA-A02:03 with pseudo-sequence HLA-A02:03. The binding affinity (normalized) is 0.291. (6) The peptide sequence is SLLPARSWSY. The MHC is Mamu-A02 with pseudo-sequence Mamu-A02. The binding affinity (normalized) is 0.439. (7) The peptide sequence is ILSLETVKM. The MHC is HLA-A02:06 with pseudo-sequence HLA-A02:06. The binding affinity (normalized) is 0.479.